This data is from Full USPTO retrosynthesis dataset with 1.9M reactions from patents (1976-2016). The task is: Predict the reactants needed to synthesize the given product. (1) Given the product [C:36]([N:15]1[CH2:16][CH2:17][C@@H:13]([NH:12][C:11]2[C:2]([CH3:1])=[N:3][C:4]3[C:9]([N:10]=2)=[C:8]([C:18]2[NH:26][C:25]4[CH2:24][CH2:23][NH:22][C:21](=[O:27])[C:20]=4[CH:19]=2)[CH:7]=[CH:6][CH:5]=3)[CH2:14]1)(=[O:37])[CH3:35], predict the reactants needed to synthesize it. The reactants are: [CH3:1][C:2]1[C:11]([NH:12][C@@H:13]2[CH2:17][CH2:16][NH:15][CH2:14]2)=[N:10][C:9]2[C:4](=[CH:5][CH:6]=[CH:7][C:8]=2[C:18]2[NH:26][C:25]3[CH2:24][CH2:23][NH:22][C:21](=[O:27])[C:20]=3[CH:19]=2)[N:3]=1.CCN(CC)CC.[CH3:35][C:36](OC(C)=O)=[O:37]. (2) Given the product [CH2:1]([C@@:4]1([CH3:32])[CH2:9][C@H:8]([C:10]2[CH:15]=[CH:14][CH:13]=[C:12]([Cl:16])[CH:11]=2)[C@@H:7]([C:17]2[CH:18]=[CH:19][C:20]([Cl:23])=[CH:21][CH:22]=2)[N:6]([CH:24]([CH2:29][CH3:30])[C:25]([OH:27])=[O:26])[C:5]1=[O:31])[CH:2]=[CH2:3], predict the reactants needed to synthesize it. The reactants are: [CH2:1]([C@@:4]1([CH3:32])[CH2:9][C@H:8]([C:10]2[CH:15]=[CH:14][CH:13]=[C:12]([Cl:16])[CH:11]=2)[C@@H:7]([C:17]2[CH:22]=[CH:21][C:20]([Cl:23])=[CH:19][CH:18]=2)[N:6]([C@@H:24]([CH2:29][CH3:30])[C:25]([O:27]C)=[O:26])[C:5]1=[O:31])[CH:2]=[CH2:3].[OH-].[Na+]. (3) Given the product [ClH:1].[ClH:1].[ClH:1].[NH2:36][CH2:35][C:20]1[N:19]=[C:18]([NH:17][C:14]2[CH:15]=[CH:16][C:11]([O:10][C:8]3[CH:7]=[CH:6][N:5]=[C:4]([NH2:3])[CH:9]=3)=[C:12]([F:37])[CH:13]=2)[C:23]([C:24]([NH:26][C:27]2[CH:32]=[CH:31][C:30]([F:33])=[CH:29][C:28]=2[F:34])=[O:25])=[CH:22][N:21]=1, predict the reactants needed to synthesize it. The reactants are: [ClH:1].Cl.[NH2:3][C:4]1[CH:9]=[C:8]([O:10][C:11]2[CH:16]=[CH:15][C:14]([NH:17][C:18]3[C:23]([C:24]([NH:26][C:27]4[CH:32]=[CH:31][C:30]([F:33])=[CH:29][C:28]=4[F:34])=[O:25])=[CH:22][N:21]=[C:20]([C:35]#[N:36])[N:19]=3)=[CH:13][C:12]=2[F:37])[CH:7]=[CH:6][N:5]=1.Cl. (4) Given the product [OH:1][C:2]1[CH:11]=[C:10]2[C:5]([CH:6]([CH2:20][CH2:21][CH2:22][O:23][C:24]3[CH:29]=[CH:28][C:27]([O:30][CH2:31][CH2:32][S:33]([CH2:34][CH2:35][CH2:36][C:37]([F:43])([F:42])[C:38]([F:39])([F:40])[F:41])=[O:44])=[CH:26][CH:25]=3)[C:7]([C:13]3[CH:18]=[CH:17][C:16]([OH:19])=[CH:15][CH:14]=3)([CH3:12])[CH2:8][S:9]2)=[CH:4][CH:3]=1, predict the reactants needed to synthesize it. The reactants are: [OH:1][C:2]1[CH:11]=[C:10]2[C:5]([CH:6]([CH2:20][CH2:21][CH2:22][O:23][C:24]3[CH:29]=[CH:28][C:27]([O:30][CH2:31][CH2:32][S:33][CH2:34][CH2:35][CH2:36][C:37]([F:43])([F:42])[C:38]([F:41])([F:40])[F:39])=[CH:26][CH:25]=3)[C:7]([C:13]3[CH:18]=[CH:17][C:16]([OH:19])=[CH:15][CH:14]=3)([CH3:12])[CH2:8][S:9]2)=[CH:4][CH:3]=1.[OH2:44]. (5) Given the product [CH3:18][O:1][C:2]1[C:3]([N+:15]([O-:17])=[O:16])=[C:4]([C:11]([O:13][CH3:14])=[O:12])[S:5][C:6]=1[C:7]([O:9][CH3:10])=[O:8], predict the reactants needed to synthesize it. The reactants are: [OH:1][C:2]1[C:3]([N+:15]([O-:17])=[O:16])=[C:4]([C:11]([O:13][CH3:14])=[O:12])[S:5][C:6]=1[C:7]([O:9][CH3:10])=[O:8].[C:18](=O)([O-])[O-].[K+].[K+].S(OC)(OC)(=O)=O. (6) Given the product [Cl:15][C:13]1[CH:12]=[CH:11][C:9]2[O:10][C:3]3[C:2]([N:16]4[CH2:19][CH:18]([NH:20][C:21](=[O:27])[O:22][C:23]([CH3:25])([CH3:24])[CH3:26])[CH2:17]4)=[N:7][CH:6]=[N:5][C:4]=3[C:8]=2[CH:14]=1, predict the reactants needed to synthesize it. The reactants are: Cl[C:2]1[C:3]2[O:10][C:9]3[CH:11]=[CH:12][C:13]([Cl:15])=[CH:14][C:8]=3[C:4]=2[N:5]=[CH:6][N:7]=1.[NH:16]1[CH2:19][CH:18]([NH:20][C:21](=[O:27])[O:22][C:23]([CH3:26])([CH3:25])[CH3:24])[CH2:17]1. (7) Given the product [CH3:28][C:18]1[NH:17][C:16]2[C:7]([C:5](=[O:6])[C:4]=1[C:3]([O:9][CH3:10])=[O:8])=[CH:24][C:13]([C:12]([F:26])([F:25])[F:11])=[CH:14][CH:15]=2, predict the reactants needed to synthesize it. The reactants are: [H-].[Na+].[C:3]([O:9][CH3:10])(=[O:8])[CH2:4][C:5]([CH3:7])=[O:6].[F:11][C:12]([F:26])([F:25])[C:13]1[CH:24]=C[C:16]2[NH:17][C:18](=O)OC(=O)[C:15]=2[CH:14]=1.O.[CH3:28]C(N(C)C)=O. (8) The reactants are: [Cl:1][C:2]1[C:7]2[O:8][CH2:9][C:10](=O)[NH:11][C:6]=2[N:5]=[C:4]([C:13]2[CH:18]=[CH:17][CH:16]=[C:15]([F:19])[CH:14]=2)[N:3]=1.CO. Given the product [Cl:1][C:2]1[C:7]2[O:8][CH2:9][CH2:10][NH:11][C:6]=2[N:5]=[C:4]([C:13]2[CH:18]=[CH:17][CH:16]=[C:15]([F:19])[CH:14]=2)[N:3]=1, predict the reactants needed to synthesize it.